From a dataset of Full USPTO retrosynthesis dataset with 1.9M reactions from patents (1976-2016). Predict the reactants needed to synthesize the given product. (1) Given the product [CH2:34]([O:20][C:14]1[C:15]([N+:17]([O-:19])=[O:18])=[CH:16][C:2]([F:1])=[C:3]([CH3:21])[C:4]=1[C:5]([O:7][C:8]1[CH:13]=[CH:12][CH:11]=[CH:10][CH:9]=1)=[O:6])[C:31]1[CH:32]=[CH:33][CH:28]=[CH:29][CH:30]=1, predict the reactants needed to synthesize it. The reactants are: [F:1][C:2]1[C:3]([CH3:21])=[C:4]([C:14]([OH:20])=[C:15]([N+:17]([O-:19])=[O:18])[CH:16]=1)[C:5]([O:7][C:8]1[CH:13]=[CH:12][CH:11]=[CH:10][CH:9]=1)=[O:6].C([O-])([O-])=O.[K+].[K+].[CH:28]1[CH:33]=[CH:32][C:31]([CH2:34]Br)=[CH:30][CH:29]=1. (2) The reactants are: [CH2:1]([O:3][C:4]([C:6]1[C:7](=[O:24])[N:8]([CH2:17][C:18]2[CH:23]=[CH:22][CH:21]=[CH:20][CH:19]=2)[C:9]2[C:14]([C:15]=1O)=[CH:13][CH:12]=[CH:11][N:10]=2)=[O:5])[CH3:2].O=P(Cl)(Cl)[Cl:27]. Given the product [CH2:1]([O:3][C:4]([C:6]1[C:7](=[O:24])[N:8]([CH2:17][C:18]2[CH:23]=[CH:22][CH:21]=[CH:20][CH:19]=2)[C:9]2[C:14]([C:15]=1[Cl:27])=[CH:13][CH:12]=[CH:11][N:10]=2)=[O:5])[CH3:2], predict the reactants needed to synthesize it. (3) Given the product [CH3:1][O:2][C:3](=[O:12])[C:4]1[CH:9]=[C:8]([Cl:10])[C:7]([NH:18][C:17]2[CH:19]=[CH:20][C:14]([Cl:13])=[CH:15][CH:16]=2)=[N:6][CH:5]=1, predict the reactants needed to synthesize it. The reactants are: [CH3:1][O:2][C:3](=[O:12])[C:4]1[CH:9]=[C:8]([Cl:10])[C:7](Cl)=[N:6][CH:5]=1.[Cl:13][C:14]1[CH:20]=[CH:19][C:17]([NH2:18])=[CH:16][CH:15]=1.C([O-])([O-])=O.[K+].[K+]. (4) Given the product [Cl:1][C:2]1[CH:7]=[CH:6][C:5]([C:8]2[C:16]3[O:15][CH:14]([CH2:17][NH2:18])[CH2:13][C:12]=3[CH:11]=[CH:10][CH:9]=2)=[C:4]([CH3:29])[CH:3]=1, predict the reactants needed to synthesize it. The reactants are: [Cl:1][C:2]1[CH:7]=[CH:6][C:5]([C:8]2[C:16]3[O:15][CH:14]([CH2:17][NH:18]C(=O)OCC4C=CC=CC=4)[CH2:13][C:12]=3[CH:11]=[CH:10][CH:9]=2)=[C:4]([CH3:29])[CH:3]=1.I[Si](C)(C)C.